Dataset: Full USPTO retrosynthesis dataset with 1.9M reactions from patents (1976-2016). Task: Predict the reactants needed to synthesize the given product. (1) Given the product [Cl:1][C:2]1[CH:3]=[C:4]([C@@H:8]2[C@@H:13]([C:14]3[CH:15]=[CH:16][C:17]([Cl:20])=[CH:18][CH:19]=3)[N:12]([C@@H:21]([CH2:29][CH3:30])[CH2:22][N:23]3[CH2:28][CH2:27][O:26][CH2:25][CH2:24]3)[C:11](=[O:31])[C@:10]([CH2:33][C:34]([OH:38])=[O:35])([CH3:32])[CH2:9]2)[CH:5]=[CH:6][CH:7]=1, predict the reactants needed to synthesize it. The reactants are: [Cl:1][C:2]1[CH:3]=[C:4]([C@@H:8]2[C@@H:13]([C:14]3[CH:19]=[CH:18][C:17]([Cl:20])=[CH:16][CH:15]=3)[N:12]([C@@H:21]([CH2:29][CH3:30])[CH2:22][N:23]3[CH2:28][CH2:27][O:26][CH2:25][CH2:24]3)[C:11](=[O:31])[C@:10]([CH2:33][CH:34]=[O:35])([CH3:32])[CH2:9]2)[CH:5]=[CH:6][CH:7]=1.CC(C)=[O:38]. (2) Given the product [Cl:1][C:2]1[CH:3]=[C:4]([CH3:11])[C:5]([O:10][CH3:15])=[C:6]([CH:9]=1)[CH:7]=[O:8], predict the reactants needed to synthesize it. The reactants are: [Cl:1][C:2]1[CH:3]=[C:4]([CH3:11])[C:5]([OH:10])=[C:6]([CH:9]=1)[CH:7]=[O:8].[OH-].[Na+].[OH-].[CH2:15]([N+](CCCC)(CCCC)CCCC)CCC.IC. (3) Given the product [F:81][C:80]1[CH:79]=[CH:78][CH:77]=[C:72]([C:73](=[O:74])[NH:75][CH3:76])[C:71]=1[NH:8][C:9]1[C:14]([C:15]([F:18])([F:17])[F:16])=[CH:13][N:12]=[C:11]([NH:19][C:20]2[CH:34]=[CH:33][C:23]([CH2:24][P:25](=[O:32])([O:29][CH2:30][CH3:31])[O:26][CH2:27][CH3:28])=[CH:22][C:21]=2[O:35][CH3:36])[N:10]=1, predict the reactants needed to synthesize it. The reactants are: FC1C=CC([NH:8][C:9]2[C:14]([C:15]([F:18])([F:17])[F:16])=[CH:13][N:12]=[C:11]([NH:19][C:20]3[CH:34]=[CH:33][C:23]([CH2:24][P:25](=[O:32])([O:29][CH2:30][CH3:31])[O:26][CH2:27][CH3:28])=[CH:22][C:21]=3[O:35][CH3:36])[N:10]=2)=C(C(=O)NC)C=1.ClC1C(C(F)(F)F)=CN=C(NC2C=CC(CP(=O)(OCC)OCC)=CC=2OC)N=1.N[C:71]1[C:80]([F:81])=[CH:79][CH:78]=[CH:77][C:72]=1[C:73]([NH:75][CH3:76])=[O:74]. (4) Given the product [ClH:35].[C:9]([NH:11][C:12](=[O:34])[CH2:13][O:14][CH2:15][C:16]1[N:17]=[C:18]2[CH:23]=[CH:22][CH:21]=[CH:20][N:19]2[C:24]=1[C:25]#[C:26][C:27]1[CH:32]=[CH:31][C:30]([F:33])=[CH:29][CH:28]=1)(=[NH:8])[NH2:10], predict the reactants needed to synthesize it. The reactants are: C(OC([NH:8][C:9]([NH:11][C:12](=[O:34])[CH2:13][O:14][CH2:15][C:16]1[N:17]=[C:18]2[CH:23]=[CH:22][CH:21]=[CH:20][N:19]2[C:24]=1[C:25]#[C:26][C:27]1[CH:32]=[CH:31][C:30]([F:33])=[CH:29][CH:28]=1)=[NH:10])=O)(C)(C)C.[ClH:35]. (5) Given the product [C:5]1([C:15]2[CH:16]=[CH:17][CH:18]=[CH:19][CH:20]=2)[CH:6]=[CH:7][C:8]([CH2:11][CH2:12][OH:13])=[CH:9][CH:10]=1, predict the reactants needed to synthesize it. The reactants are: [H][H].[BH4-].[Na+].[C:5]1([C:15]2[CH:20]=[CH:19][CH:18]=[CH:17][CH:16]=2)[CH:10]=[CH:9][C:8]([CH2:11][C:12](O)=[O:13])=[CH:7][CH:6]=1.[OH-].[Na+]. (6) The reactants are: [CH:1]1([N:6]2[C:14]3[C:9](=[CH:10][CH:11]=[C:12]([C:15]4[N:19]([C:20]5[CH:28]=[CH:27][C:23](C(O)=O)=[CH:22][CH:21]=5)[N:18]=[CH:17][CH:16]=4)[CH:13]=3)[C:8]([CH2:29][CH3:30])=[N:7]2)[CH2:5][CH2:4][CH2:3][CH2:2]1.[CH:31]1N=CN(C(N2C=NC=C2)=O)C=1.Cl.[CH3:44][NH:45][O:46][CH3:47].[OH2:48]. Given the product [CH:1]1([N:6]2[C:14]3[C:9](=[CH:10][CH:11]=[C:12]([C:15]4[N:19]([C:20]5[CH:21]=[CH:22][C:23]([C:44]([N:45]([O:46][CH3:47])[CH3:31])=[O:48])=[CH:27][CH:28]=5)[N:18]=[CH:17][CH:16]=4)[CH:13]=3)[C:8]([CH2:29][CH3:30])=[N:7]2)[CH2:5][CH2:4][CH2:3][CH2:2]1, predict the reactants needed to synthesize it.